Dataset: Full USPTO retrosynthesis dataset with 1.9M reactions from patents (1976-2016). Task: Predict the reactants needed to synthesize the given product. (1) Given the product [NH2:1][C:2]1[N:7]=[C:6]([C:8]2[O:9][C:10]([Cl:24])=[CH:11][CH:12]=2)[C:5]([C:13]#[N:14])=[C:4]([O:15][CH2:16][CH2:17][C:18]2[CH:23]=[CH:22][CH:21]=[CH:20][N:19]=2)[N:3]=1, predict the reactants needed to synthesize it. The reactants are: [NH2:1][C:2]1[N:7]=[C:6]([C:8]2[O:9][CH:10]=[CH:11][CH:12]=2)[C:5]([C:13]#[N:14])=[C:4]([O:15][CH2:16][CH2:17][C:18]2[CH:23]=[CH:22][CH:21]=[CH:20][N:19]=2)[N:3]=1.[Cl:24]N1C(=O)CCC1=O. (2) Given the product [C:1]([OH:6])(=[O:5])[CH2:2][CH2:3][CH2:4][CH2:7][CH2:8][CH2:9][CH3:11].[C:17]([O:19][CH2:20][CH3:21])(=[O:18])[CH2:16][C:9]([CH2:8][C:7]([O:23][CH2:24][CH3:25])=[O:22])([C:11]([O:13][CH2:14][CH3:15])=[O:12])[OH:10], predict the reactants needed to synthesize it. The reactants are: [C:1]([OH:6])(=[O:5])[CH2:2][CH2:3][CH3:4].[C:7]([O:23][CH2:24][CH3:25])(=[O:22])[CH2:8][C:9]([CH2:16][C:17]([O:19][CH2:20][CH3:21])=[O:18])([C:11]([O:13][CH2:14][CH3:15])=[O:12])[OH:10].C(Cl)CCCCCCC. (3) Given the product [CH3:33][S:30]([C:25]1[CH:26]=[CH:27][CH:28]=[CH:29][C:24]=1[CH2:23][O:1][C:2]1[CH:3]=[CH:4][C:5]([C:8]2[CH:12]=[C:11]([C:13]([NH2:15])=[O:14])[O:10][N:9]=2)=[CH:6][CH:7]=1)(=[O:31])=[O:32], predict the reactants needed to synthesize it. The reactants are: [OH:1][C:2]1[CH:7]=[CH:6][C:5]([C:8]2[CH:12]=[C:11]([C:13]([NH2:15])=[O:14])[O:10][N:9]=2)=[CH:4][CH:3]=1.C([O-])([O-])=O.[K+].[K+].Br[CH2:23][C:24]1[CH:29]=[CH:28][CH:27]=[CH:26][C:25]=1[S:30]([CH3:33])(=[O:32])=[O:31]. (4) Given the product [CH3:1][C:2]1[C:33]([N+:34]([O-:36])=[O:35])=[CH:32][CH:31]=[CH:30][C:3]=1[CH2:4][N:5]1[C:10](=[O:11])[C:9]([C:12]([OH:14])=[O:13])=[CH:8][N:7]([C:17]2[CH:28]=[CH:27][C:20]3[N:21]([CH3:26])[C:22](=[O:25])[CH2:23][O:24][C:19]=3[CH:18]=2)[C:6]1=[O:29], predict the reactants needed to synthesize it. The reactants are: [CH3:1][C:2]1[C:33]([N+:34]([O-:36])=[O:35])=[CH:32][CH:31]=[CH:30][C:3]=1[CH2:4][N:5]1[C:10](=[O:11])[C:9]([C:12]([O:14]CC)=[O:13])=[CH:8][N:7]([C:17]2[CH:28]=[CH:27][C:20]3[N:21]([CH3:26])[C:22](=[O:25])[CH2:23][O:24][C:19]=3[CH:18]=2)[C:6]1=[O:29].Cl.O. (5) Given the product [F:22][C:19]1[C:20]([CH:24]=[O:23])=[C:21]2[C:16]([CH2:15][CH2:14][NH:13]2)=[CH:17][CH:18]=1, predict the reactants needed to synthesize it. The reactants are: C([Li])(C)(C)C.C(OC([N:13]1[C:21]2[C:16](=[CH:17][CH:18]=[C:19]([F:22])[CH:20]=2)[CH2:15][CH2:14]1)=O)(C)(C)C.[O:23]1CCC[CH2:24]1. (6) Given the product [F:1][C:2]1[CH:3]=[CH:4][C:5]([OH:11])=[C:6]([C:13]2[CH:22]=[CH:21][C:16]([C:17]([O:19][CH3:20])=[O:18])=[CH:15][N:14]=2)[CH:7]=1, predict the reactants needed to synthesize it. The reactants are: [F:1][C:2]1[CH:3]=[CH:4][C:5]([OH:11])=[C:6](B(O)O)[CH:7]=1.Cl[C:13]1[CH:22]=[CH:21][C:16]([C:17]([O:19][CH3:20])=[O:18])=[CH:15][N:14]=1.C(=O)([O-])[O-].[K+].[K+]. (7) Given the product [C:1]([C:3]1([NH:6][C:7]([C@H:9]2[CH2:13][C@H:12]([S:14]([C:17]3[CH:22]=[CH:21][CH:20]=[CH:19][C:18]=3[C:24]([F:27])([F:25])[F:26])(=[O:16])=[O:15])[CH2:11][C@@H:10]2[O:28][CH:29]2[CH2:30][CH2:31][O:32][CH2:33][CH2:34]2)=[O:8])[CH2:4][CH2:5]1)#[N:2], predict the reactants needed to synthesize it. The reactants are: [C:1]([C:3]1([NH:6][C:7]([C@H:9]2[CH2:13][C@H:12]([S:14]([C:17]3[CH:22]=[CH:21][C:20](Br)=[CH:19][C:18]=3[C:24]([F:27])([F:26])[F:25])(=[O:16])=[O:15])[CH2:11][C@@H:10]2[O:28][CH:29]2[CH2:34][CH2:33][O:32][CH2:31][CH2:30]2)=[O:8])[CH2:5][CH2:4]1)#[N:2].C([O-])([O-])=O.[K+].[K+].C1(P(C2C=CC=CC=2)C2C=CC=CC=2)C=CC=CC=1.